The task is: Predict the reaction yield, written as a fraction of the theoretical maximum amount of product (1.0 means a 100% yield; for example, 0.34 means a 34% yield).. This data is from Reaction yield outcomes from USPTO patents with 853,638 reactions. (1) The yield is 0.370. The product is [C:28]([C:32]1[CH:33]=[C:34]2[C:39](=[C:40]([F:42])[CH:41]=1)[C:38](=[O:43])[N:37]([C:44]1[N:51]=[CH:50][CH:49]=[C:48]([C:4]3[CH:5]=[C:6]([NH:9][C:10]4[CH:15]=[CH:14][C:13]([C:16]([N:18]5[CH2:23][CH2:22][O:21][CH2:20][C@H:19]5[CH3:24])=[O:17])=[CH:12][N:11]=4)[C:7](=[O:8])[N:2]([CH3:1])[CH:3]=3)[C:45]=1[CH:46]=[O:47])[N:36]=[CH:35]2)([CH3:31])([CH3:29])[CH3:30]. The catalyst is C1C=CC(P(C2C=CC=CC=2)[C-]2C=CC=C2)=CC=1.C1C=CC(P(C2C=CC=CC=2)[C-]2C=CC=C2)=CC=1.Cl[Pd]Cl.[Fe+2].C(#N)C.O. The reactants are [CH3:1][N:2]1[C:7](=[O:8])[C:6]([NH:9][C:10]2[CH:15]=[CH:14][C:13]([C:16]([N:18]3[CH2:23][CH2:22][O:21][CH2:20][C@H:19]3[CH3:24])=[O:17])=[CH:12][N:11]=2)=[CH:5][C:4](B(O)O)=[CH:3]1.[C:28]([C:32]1[CH:33]=[C:34]2[C:39](=[C:40]([F:42])[CH:41]=1)[C:38](=[O:43])[N:37]([C:44]1[N:51]=[CH:50][CH:49]=[C:48](Cl)[C:45]=1[CH:46]=[O:47])[N:36]=[CH:35]2)([CH3:31])([CH3:30])[CH3:29].[O-]P([O-])([O-])=O.[K+].[K+].[K+].C([O-])(=O)C.[Na+]. (2) The catalyst is CSC. The reactants are COC1C=CC(C[O:8][C:9]2[CH:10]=[C:11]([C:34]([C:36]3[CH:37]=[N:38][C:39]([O:42][CH3:43])=[CH:40][CH:41]=3)=[O:35])[CH:12]=[C:13]([C:15]3[CH:23]=[CH:22][CH:21]=[C:20]4[C:16]=3[CH:17]=[CH:18][N:19]4[Si](C(C)C)(C(C)C)C(C)C)[CH:14]=2)=CC=1.B(F)(F)F.CCOC(C)=O.C([O-])(O)=O.[Na+]. The product is [OH:8][C:9]1[CH:10]=[C:11]([C:34]([C:36]2[CH:37]=[N:38][C:39]([O:42][CH3:43])=[CH:40][CH:41]=2)=[O:35])[CH:12]=[C:13]([C:15]2[CH:23]=[CH:22][CH:21]=[C:20]3[C:16]=2[CH:17]=[CH:18][NH:19]3)[CH:14]=1. The yield is 0.750. (3) The catalyst is CN(C=O)C. The yield is 0.980. The product is [Br:1][C:2]1[CH:7]=[CH:6][C:5]([CH2:8][C:11]#[N:12])=[C:4]([CH3:10])[CH:3]=1. The reactants are [Br:1][C:2]1[CH:7]=[CH:6][C:5]([CH2:8]Cl)=[C:4]([CH3:10])[CH:3]=1.[C-:11]#[N:12].[Na+]. (4) The reactants are [NH:1]1[C:5]2[CH:6]=[CH:7][CH:8]=[CH:9][C:4]=2[N:3]=[C:2]1[CH2:10][N:11]([CH2:22][CH2:23][C:24]1[CH:29]=[CH:28][CH:27]=[CH:26][CH:25]=1)[CH:12]1[C:21]2[N:20]=[CH:19][CH:18]=[CH:17][C:16]=2[CH2:15][CH2:14][CH2:13]1.Br[CH2:31][CH2:32][C:33]#[N:34].CN(CC1N(CC2C=NC=CC=2)C2C=CC=CC=2N=1)C1C2N=CC=CC=2CCC1. No catalyst specified. The product is [C:24]1([CH2:23][CH2:22][N:11]([CH2:10][C:2]2[N:3]([CH2:31][CH2:32][C:33]#[N:34])[C:4]3[CH:9]=[CH:8][CH:7]=[CH:6][C:5]=3[N:1]=2)[CH:12]2[C:21]3[N:20]=[CH:19][CH:18]=[CH:17][C:16]=3[CH2:15][CH2:14][CH2:13]2)[CH:29]=[CH:28][CH:27]=[CH:26][CH:25]=1. The yield is 0.940. (5) The reactants are [NH:1]1[CH2:5][CH2:4][CH2:3][CH2:2]1.[CH3:6][CH2:7][C:8](=O)[CH2:9][CH3:10].[C-]#N.[K+].CC(N1CCCC1)(C)[C:17]#[N:18]. The catalyst is O. The product is [CH2:7]([C:8]([N:1]1[CH2:5][CH2:4][CH2:3][CH2:2]1)([CH2:9][CH3:10])[C:17]#[N:18])[CH3:6]. The yield is 1.00.